This data is from Full USPTO retrosynthesis dataset with 1.9M reactions from patents (1976-2016). The task is: Predict the reactants needed to synthesize the given product. (1) Given the product [N:12]([CH2:2][CH2:3][CH2:4][O:5][CH:6]1[CH2:11][CH2:10][CH2:9][CH2:8][O:7]1)=[N+:13]=[N-:14], predict the reactants needed to synthesize it. The reactants are: Cl[CH2:2][CH2:3][CH2:4][O:5][CH:6]1[CH2:11][CH2:10][CH2:9][CH2:8][O:7]1.[N-:12]=[N+:13]=[N-:14].[Na+].[I-].[K+].CCOCC.O. (2) Given the product [Cl:1][C:2]1[CH:3]=[CH:4][C:5]([O:21][CH2:22][CH:23]([CH3:25])[CH3:24])=[C:6]([C:8]([F:19])([F:20])[C:9]2[S:10][CH:11]=[C:12]([C:14]([OH:16])=[O:15])[N:13]=2)[CH:7]=1, predict the reactants needed to synthesize it. The reactants are: [Cl:1][C:2]1[CH:3]=[CH:4][C:5]([O:21][CH2:22][CH:23]([CH3:25])[CH3:24])=[C:6]([C:8]([F:20])([F:19])[C:9]2[S:10][CH:11]=[C:12]([C:14]([O:16]CC)=[O:15])[N:13]=2)[CH:7]=1.[OH-].[Na+]. (3) Given the product [CH2:1]([O:5][C:6]1[N:14]=[C:13]2[C:9]([NH:10][C:11](=[O:40])[N:12]2[CH2:15][C:16]2[CH:21]=[CH:20][C:19]([CH2:22][N:23]([CH2:36][CH2:37][CH2:38][Cl:44])[CH2:24][C:25]3[CH:30]=[CH:29][CH:28]=[C:27]([CH2:31][C:32]([O:34][CH3:35])=[O:33])[CH:26]=3)=[CH:18][CH:17]=2)=[C:8]([NH2:41])[N:7]=1)[CH2:2][CH2:3][CH3:4], predict the reactants needed to synthesize it. The reactants are: [CH2:1]([O:5][C:6]1[N:14]=[C:13]2[C:9]([NH:10][C:11](=[O:40])[N:12]2[CH2:15][C:16]2[CH:21]=[CH:20][C:19]([CH2:22][N:23]([CH2:36][CH2:37][CH2:38]O)[CH2:24][C:25]3[CH:30]=[CH:29][CH:28]=[C:27]([CH2:31][C:32]([O:34][CH3:35])=[O:33])[CH:26]=3)=[CH:18][CH:17]=2)=[C:8]([NH2:41])[N:7]=1)[CH2:2][CH2:3][CH3:4].S(Cl)([Cl:44])=O.C1(C)C=CC=CC=1. (4) Given the product [CH2:1]([O:3][C:4](=[O:38])[CH:5]([N:7]1[C:12]2[CH:13]=[C:14]([O:18][C:19]3([CH3:36])[CH2:20][NH:21][CH2:22]3)[C:15]([F:17])=[CH:16][C:11]=2[O:10][CH2:9][C:8]1=[O:37])[CH3:6])[CH3:2], predict the reactants needed to synthesize it. The reactants are: [CH2:1]([O:3][C:4](=[O:38])[CH:5]([N:7]1[C:12]2[CH:13]=[C:14]([O:18][C:19]3([CH3:36])[CH2:22][N:21](C(C4C=CC=CC=4)C4C=CC=CC=4)[CH2:20]3)[C:15]([F:17])=[CH:16][C:11]=2[O:10][CH2:9][C:8]1=[O:37])[CH3:6])[CH3:2].